From a dataset of Catalyst prediction with 721,799 reactions and 888 catalyst types from USPTO. Predict which catalyst facilitates the given reaction. Reactant: [CH:1]1([C:4]2[N:8]([C:9]3[CH:14]=[C:13]([N+:15]([O-:17])=[O:16])[CH:12]=[CH:11][C:10]=3F)[N:7]=[N:6][N:5]=2)[CH2:3][CH2:2]1.[Si:19]([O:26][CH2:27][CH2:28][OH:29])([C:22]([CH3:25])([CH3:24])[CH3:23])([CH3:21])[CH3:20].C([O-])([O-])=O.[Cs+].[Cs+].CCOC(C)=O. Product: [Si:19]([O:26][CH2:27][CH2:28][O:29][C:10]1[CH:11]=[CH:12][C:13]([N+:15]([O-:17])=[O:16])=[CH:14][C:9]=1[N:8]1[C:4]([CH:1]2[CH2:3][CH2:2]2)=[N:5][N:6]=[N:7]1)([C:22]([CH3:24])([CH3:25])[CH3:23])([CH3:21])[CH3:20]. The catalyst class is: 18.